This data is from Full USPTO retrosynthesis dataset with 1.9M reactions from patents (1976-2016). The task is: Predict the reactants needed to synthesize the given product. (1) Given the product [F:14][C:6]1[CH:5]=[C:4]([C:1](=[O:3])[CH:2]=[O:16])[CH:13]=[CH:12][C:7]=1[C:8]([O:10][CH3:11])=[O:9], predict the reactants needed to synthesize it. The reactants are: [C:1]([C:4]1[CH:13]=[CH:12][C:7]([C:8]([O:10][CH3:11])=[O:9])=[C:6]([F:14])[CH:5]=1)(=[O:3])[CH3:2].Br.[OH2:16]. (2) The reactants are: [CH3:1][CH2:2][C@H:3]1[NH:35][C:33](=[O:34])[C@@H:32]([NH:36][C:37]([C:39]2[N:44]=[CH:43][CH:42]=[CH:41][C:40]=2[OH:45])=[O:38])[C@@H:31]([CH3:46])[O:30][C:28](=[O:29])[C@H:27]([C:47]2[CH:52]=[CH:51][CH:50]=[CH:49][CH:48]=2)[NH:26][C:24](=[O:25])[C@H:23]2[N:17]([CH2:18][CH2:19][C:20]([CH2:22]2)=[O:21])[C:15](=[O:16])[CH:14]([CH2:53][C:54]2[CH:59]=[CH:58][CH:57]=[CH:56][CH:55]=2)[N:13]([CH3:60])[C:11](=[O:12])[C@H:10]2[N:6]([CH2:7][CH2:8][CH2:9]2)[C:4]1=[O:5].C[C@H]1[C@@H](C(C)C)OC(=O)C2N(CCC=2)C(=O)C2=COC(=N2)CC(=O)C[C@H](O)C=C(C)C=CCNC(=O)C=C1.C(O)(=O)C(C)O.C1C(C2OC(CCC(O)=O)=CC=2)=CC=C(Cl)C=1.OC[C@@H]([C@H]([C@@H]([C@@H](CO)O)O)O)O.[OH-].[Na+]. Given the product [CH3:1][CH2:2][CH:3]1[NH:35][C:33](=[O:34])[CH:32]([NH:36][C:37]([C:39]2[N:44]=[CH:43][CH:42]=[CH:41][C:40]=2[OH:45])=[O:38])[CH:31]([CH3:46])[O:30][C:28](=[O:29])[CH:27]([C:47]2[CH:52]=[CH:51][CH:50]=[CH:49][CH:48]=2)[NH:26][C:24](=[O:25])[CH:23]2[N:17]([CH2:18][CH2:19][C:20]([CH2:22]2)=[O:21])[C:15](=[O:16])[CH:14]([CH2:53][C:54]2[CH:59]=[CH:58][CH:57]=[CH:56][CH:55]=2)[N:13]([CH3:60])[C:11](=[O:12])[CH:10]2[N:6]([CH2:7][CH2:8][CH2:9]2)[C:4]1=[O:5], predict the reactants needed to synthesize it.